From a dataset of NCI-60 drug combinations with 297,098 pairs across 59 cell lines. Regression. Given two drug SMILES strings and cell line genomic features, predict the synergy score measuring deviation from expected non-interaction effect. (1) Drug 1: C1=CC(=CC=C1C#N)C(C2=CC=C(C=C2)C#N)N3C=NC=N3. Drug 2: C1=NNC2=C1C(=O)NC=N2. Cell line: NCI-H522. Synergy scores: CSS=4.38, Synergy_ZIP=3.17, Synergy_Bliss=5.09, Synergy_Loewe=5.41, Synergy_HSA=3.58. (2) Drug 1: C1=CN(C(=O)N=C1N)C2C(C(C(O2)CO)O)O.Cl. Drug 2: C1=CC=C(C(=C1)C(C2=CC=C(C=C2)Cl)C(Cl)Cl)Cl. Cell line: SNB-75. Synergy scores: CSS=6.64, Synergy_ZIP=-2.30, Synergy_Bliss=2.53, Synergy_Loewe=-1.56, Synergy_HSA=1.33. (3) Drug 1: CC1=CC2C(CCC3(C2CCC3(C(=O)C)OC(=O)C)C)C4(C1=CC(=O)CC4)C. Drug 2: CN1C(=O)N2C=NC(=C2N=N1)C(=O)N. Cell line: SF-268. Synergy scores: CSS=2.56, Synergy_ZIP=2.81, Synergy_Bliss=8.33, Synergy_Loewe=1.22, Synergy_HSA=3.60. (4) Drug 1: CCN(CC)CCNC(=O)C1=C(NC(=C1C)C=C2C3=C(C=CC(=C3)F)NC2=O)C. Drug 2: COC1=C2C(=CC3=C1OC=C3)C=CC(=O)O2. Cell line: NCI/ADR-RES. Synergy scores: CSS=9.09, Synergy_ZIP=-5.51, Synergy_Bliss=-9.48, Synergy_Loewe=1.10, Synergy_HSA=-9.66. (5) Drug 1: COC1=C(C=C2C(=C1)N=CN=C2NC3=CC(=C(C=C3)F)Cl)OCCCN4CCOCC4. Drug 2: COCCOC1=C(C=C2C(=C1)C(=NC=N2)NC3=CC=CC(=C3)C#C)OCCOC.Cl. Cell line: MOLT-4. Synergy scores: CSS=19.3, Synergy_ZIP=-2.95, Synergy_Bliss=6.42, Synergy_Loewe=1.03, Synergy_HSA=5.12. (6) Drug 1: C1=CC(=C2C(=C1NCCNCCO)C(=O)C3=C(C=CC(=C3C2=O)O)O)NCCNCCO. Drug 2: C1=NC2=C(N=C(N=C2N1C3C(C(C(O3)CO)O)F)Cl)N. Cell line: KM12. Synergy scores: CSS=39.3, Synergy_ZIP=-5.65, Synergy_Bliss=-3.46, Synergy_Loewe=-0.00119, Synergy_HSA=2.07. (7) Drug 1: CC1C(C(CC(O1)OC2CC(CC3=C2C(=C4C(=C3O)C(=O)C5=C(C4=O)C(=CC=C5)OC)O)(C(=O)C)O)N)O.Cl. Drug 2: C1=CN(C=N1)CC(O)(P(=O)(O)O)P(=O)(O)O. Cell line: SF-539. Synergy scores: CSS=5.59, Synergy_ZIP=-10.6, Synergy_Bliss=-20.0, Synergy_Loewe=-43.8, Synergy_HSA=-19.1. (8) Drug 1: CC1=C(C=C(C=C1)C(=O)NC2=CC(=CC(=C2)C(F)(F)F)N3C=C(N=C3)C)NC4=NC=CC(=N4)C5=CN=CC=C5. Drug 2: C1CN(P(=O)(OC1)NCCCl)CCCl. Cell line: MDA-MB-231. Synergy scores: CSS=0.971, Synergy_ZIP=-3.14, Synergy_Bliss=-6.52, Synergy_Loewe=-2.52, Synergy_HSA=-3.55. (9) Drug 1: CC1=C(C(=O)C2=C(C1=O)N3CC4C(C3(C2COC(=O)N)OC)N4)N. Drug 2: CC1C(C(CC(O1)OC2CC(CC3=C2C(=C4C(=C3O)C(=O)C5=CC=CC=C5C4=O)O)(C(=O)C)O)N)O. Cell line: NCI-H460. Synergy scores: CSS=50.7, Synergy_ZIP=-3.13, Synergy_Bliss=-3.95, Synergy_Loewe=2.15, Synergy_HSA=3.80. (10) Drug 1: C1CCC(CC1)NC(=O)N(CCCl)N=O. Drug 2: CC1C(C(CC(O1)OC2CC(OC(C2O)C)OC3=CC4=CC5=C(C(=O)C(C(C5)C(C(=O)C(C(C)O)O)OC)OC6CC(C(C(O6)C)O)OC7CC(C(C(O7)C)O)OC8CC(C(C(O8)C)O)(C)O)C(=C4C(=C3C)O)O)O)O. Cell line: M14. Synergy scores: CSS=-0.627, Synergy_ZIP=-0.141, Synergy_Bliss=-1.44, Synergy_Loewe=-3.06, Synergy_HSA=-3.32.